This data is from Catalyst prediction with 721,799 reactions and 888 catalyst types from USPTO. The task is: Predict which catalyst facilitates the given reaction. (1) Reactant: [Cl:1][C:2]1[N:7]=[C:6]([CH3:8])[N:5]=[C:4]([NH:9][C:10]2[S:11][C:12]([C:15]([OH:17])=O)=[CH:13][N:14]=2)[CH:3]=1.[NH2:18][C:19]1[CH:20]=[C:21]([NH:26][C:27](=[O:38])[C:28]2[CH:33]=[CH:32][CH:31]=[C:30]([C:34]([F:37])([F:36])[F:35])[CH:29]=2)[CH:22]=[CH:23][C:24]=1[CH3:25].C(N(C(C)C)CC)(C)C.F[P-](F)(F)(F)(F)F.N1(OC(N(C)C)=[N+](C)C)C2N=CC=CC=2N=N1. Product: [CH3:25][C:24]1[CH:23]=[CH:22][C:21]([NH:26][C:27](=[O:38])[C:28]2[CH:33]=[CH:32][CH:31]=[C:30]([C:34]([F:35])([F:36])[F:37])[CH:29]=2)=[CH:20][C:19]=1[NH:18][C:15]([C:12]1[S:11][C:10]([NH:9][C:4]2[CH:3]=[C:2]([Cl:1])[N:7]=[C:6]([CH3:8])[N:5]=2)=[N:14][CH:13]=1)=[O:17]. The catalyst class is: 31. (2) Reactant: [C:1]([C:4]1[N:9]=[N:8][C:7]([NH:10][C@@H:11]2[CH2:16][CH2:15][CH2:14][CH2:13][C@@H:12]2[NH:17]C(=O)OC(C)(C)C)=[CH:6][C:5]=1[NH:25][C:26]1[CH:31]=[CH:30][CH:29]=[C:28]([O:32][CH2:33][CH3:34])[N:27]=1)(=[O:3])[NH2:2].FC(F)(F)C(O)=O. Product: [NH2:17][C@H:12]1[CH2:13][CH2:14][CH2:15][CH2:16][C@H:11]1[NH:10][C:7]1[N:8]=[N:9][C:4]([C:1]([NH2:2])=[O:3])=[C:5]([NH:25][C:26]2[CH:31]=[CH:30][CH:29]=[C:28]([O:32][CH2:33][CH3:34])[N:27]=2)[CH:6]=1. The catalyst class is: 4. (3) Product: [Cl:30][C:7]1[CH:8]=[C:9]2[C:14](=[C:5]([C:3]([OH:4])=[O:2])[CH:6]=1)[NH:13][CH:12]([C:15]1[CH:20]=[CH:19][CH:18]=[C:17]([N:21]3[CH2:26][CH2:25][N:24]([CH3:27])[CH2:23][CH2:22]3)[CH:16]=1)[C:11]([CH3:29])([CH3:28])[CH2:10]2. The catalyst class is: 364. Reactant: C[O:2][C:3]([C:5]1[CH:6]=[C:7]([Cl:30])[CH:8]=[C:9]2[C:14]=1[NH:13][CH:12]([C:15]1[CH:20]=[CH:19][CH:18]=[C:17]([N:21]3[CH2:26][CH2:25][N:24]([CH3:27])[CH2:23][CH2:22]3)[CH:16]=1)[C:11]([CH3:29])([CH3:28])[CH2:10]2)=[O:4].[OH-].[Na+].Cl. (4) Reactant: C([O:3][C:4](=[O:34])[CH2:5][N:6]([CH2:9][C:10]1[CH:15]=[CH:14][CH:13]=[C:12]([CH2:16][O:17][C:18]2[CH:23]=[CH:22][C:21]([C:24]3[CH:29]=[C:28]([F:30])[C:27]([F:31])=[CH:26][C:25]=3[O:32][CH3:33])=[CH:20][CH:19]=2)[CH:11]=1)[CH2:7][CH3:8])C.[OH-].[Li+].C1COCC1.Cl. Product: [F:31][C:27]1[C:28]([F:30])=[CH:29][C:24]([C:21]2[CH:20]=[CH:19][C:18]([O:17][CH2:16][C:12]3[CH:11]=[C:10]([CH:15]=[CH:14][CH:13]=3)[CH2:9][N:6]([CH2:5][C:4]([OH:34])=[O:3])[CH2:7][CH3:8])=[CH:23][CH:22]=2)=[C:25]([O:32][CH3:33])[CH:26]=1. The catalyst class is: 13. (5) Reactant: [CH:1]([C@@H:4]1[CH2:8][C@@H:7]([CH:9]2[CH2:11][N@@:10]2[S:12]([C:15]2[CH:20]=[CH:19][CH:18]=[CH:17][C:16]=2[N+:21]([O-:23])=[O:22])(=[O:14])=[O:13])[O:6][C:5]1=[O:24])([CH3:3])[CH3:2].[Cl:25][C:26]1[CH:31]=[CH:30][C:29]([F:32])=[CH:28][C:27]=1[N:33]1[CH2:38][C:37]([CH3:40])([CH3:39])[NH:36][CH2:35][C:34]1=[O:41]. Product: [Cl:25][C:26]1[CH:31]=[CH:30][C:29]([F:32])=[CH:28][C:27]=1[N:33]1[C:34](=[O:41])[CH2:35][N:36]([CH2:11][C@H:9]([NH:10][S:12]([C:15]2[CH:20]=[CH:19][CH:18]=[CH:17][C:16]=2[N+:21]([O-:23])=[O:22])(=[O:14])=[O:13])[C@@H:7]2[CH2:8][C@@H:4]([CH:1]([CH3:3])[CH3:2])[C:5](=[O:24])[O:6]2)[C:37]([CH3:40])([CH3:39])[CH2:38]1. The catalyst class is: 11.